Dataset: Reaction yield outcomes from USPTO patents with 853,638 reactions. Task: Predict the reaction yield, written as a fraction of the theoretical maximum amount of product (1.0 means a 100% yield; for example, 0.34 means a 34% yield). (1) The reactants are [OH:1][CH2:2][C:3]1[C:12]2[C:7](=[CH:8][C:9]([C:13]3[CH:17]=[CH:16][S:15][CH:14]=3)=[CH:10][CH:11]=2)[N:6]2[C:18](=[O:21])[NH:19][N:20]=[C:5]2[CH:4]=1.[CH2:22]([N:24]([CH2:27]C)[CH2:25]C)[CH3:23].CS(Cl)(=O)=O.CN(C)CCO.S([O-])(=O)(=O)C. The catalyst is CN1C(=O)CCC1.O1CCOCC1. The product is [CH3:25][N:24]([CH3:27])[CH2:22][CH2:23][O:1][CH2:2][C:3]1[C:12]2[C:7](=[CH:8][C:9]([C:13]3[CH:17]=[CH:16][S:15][CH:14]=3)=[CH:10][CH:11]=2)[N:6]2[C:18](=[O:21])[NH:19][N:20]=[C:5]2[CH:4]=1. The yield is 0.310. (2) The reactants are [NH2:1][C:2]1[S:3][C:4]([CH3:10])=[CH:5][C:6]=1[C:7]([NH2:9])=[O:8].[C:11]([C:13]([O:15][CH2:16][CH3:17])=[O:14])#N.Cl. The catalyst is CC(O)=O. The product is [CH3:10][C:4]1[S:3][C:2]2[N:1]=[C:11]([C:13]([O:15][CH2:16][CH3:17])=[O:14])[NH:9][C:7](=[O:8])[C:6]=2[CH:5]=1. The yield is 0.630. (3) The reactants are [CH3:1][N:2]1[C:6]([C:7]2[CH:8]=[C:9]([C:13]([OH:15])=O)[S:10][C:11]=2[CH3:12])=[C:5]([CH3:16])[CH:4]=[N:3]1.[NH2:17][C@@H:18]([CH2:31][C:32]1[CH:37]=[CH:36][CH:35]=[C:34]([F:38])[CH:33]=1)[CH2:19][N:20]1[C:28](=[O:29])[C:27]2[C:22](=[CH:23][CH:24]=[CH:25][CH:26]=2)[C:21]1=[O:30].CC(OC(N[C@H](C(O)=O)CC1C=CC=CC=1C(F)(F)F)=O)(C)C.C1CN([P+](Br)(N2CCCC2)N2CCCC2)CC1.F[P-](F)(F)(F)(F)F.CCN(C(C)C)C(C)C. The catalyst is C(Cl)(Cl)Cl. The product is [CH3:1][N:2]1[C:6]([C:7]2[CH:8]=[C:9]([C:13]([NH:17][C@@H:18]([CH2:31][C:32]3[CH:37]=[CH:36][CH:35]=[C:34]([F:38])[CH:33]=3)[CH2:19][N:20]3[C:28](=[O:29])[C:27]4[C:22](=[CH:23][CH:24]=[CH:25][CH:26]=4)[C:21]3=[O:30])=[O:15])[S:10][C:11]=2[CH3:12])=[C:5]([CH3:16])[CH:4]=[N:3]1. The yield is 0.430. (4) The reactants are [CH3:1][O:2][C:3]1[CH:4]=[C:5]2[C:9](=[CH:10][CH:11]=1)[NH:8][CH:7]=[CH:6]2.[C:12]1(=[O:18])[NH:16][C:15](=[O:17])[CH:14]=[CH:13]1. The catalyst is C(O)(=O)C. The product is [CH3:1][O:2][C:3]1[CH:4]=[C:5]2[C:9](=[CH:10][CH:11]=1)[NH:8][CH:7]=[C:6]2[CH:14]1[CH2:13][C:12](=[O:18])[NH:16][C:15]1=[O:17]. The yield is 0.750.